This data is from Reaction yield outcomes from USPTO patents with 853,638 reactions. The task is: Predict the reaction yield, written as a fraction of the theoretical maximum amount of product (1.0 means a 100% yield; for example, 0.34 means a 34% yield). (1) The reactants are [NH2:1][C:2]1[CH:3]=[C:4]([C:9]([C:11]2[CH:20]=[CH:19][CH:18]=[CH:17][C:12]=2[C:13]([O:15][CH3:16])=[O:14])=[O:10])[CH:5]=[CH:6][C:7]=1[NH2:8].[CH3:21][O:22][C:23]([N:25]=[C:26]=S)=[O:24].C1CCC(N=C=NC2CCCCC2)CC1. The catalyst is C(#N)C.C1C=CC=CC=1. The product is [CH3:21][O:22][C:23]([NH:25][C:26]1[NH:8][C:7]2[CH:6]=[CH:5][C:4]([C:9]([C:11]3[CH:20]=[CH:19][CH:18]=[CH:17][C:12]=3[C:13]([O:15][CH3:16])=[O:14])=[O:10])=[CH:3][C:2]=2[N:1]=1)=[O:24]. The yield is 0.710. (2) The reactants are [OH:1][C:2]1[CH:11]=[CH:10][C:5]2[C:6](=[O:9])[CH2:7][O:8][C:4]=2[CH:3]=1.[C:12]([O:16][C:17]([N:19]1[CH2:24][CH2:23][NH:22][CH2:21][CH2:20]1)=[O:18])([CH3:15])([CH3:14])[CH3:13].[CH2:25]=O. The catalyst is C(O)C. The product is [OH:1][C:2]1[CH:11]=[CH:10][C:5]2[C:6](=[O:9])[CH2:7][O:8][C:4]=2[C:3]=1[CH2:25][N:22]1[CH2:23][CH2:24][N:19]([C:17]([O:16][C:12]([CH3:15])([CH3:13])[CH3:14])=[O:18])[CH2:20][CH2:21]1. The yield is 0.500. (3) The reactants are C(OC([N:11]1[CH2:16][CH2:15][CH:14]([NH:17][C:18]([O:20][C:21]([CH3:24])([CH3:23])[CH3:22])=[O:19])[C:13]([CH3:26])([CH3:25])[CH2:12]1)=O)C1C=CC=CC=1.[H][H]. The catalyst is CO.[Pd]. The product is [C:21]([O:20][C:18]([NH:17][CH:14]1[CH2:15][CH2:16][NH:11][CH2:12][C:13]1([CH3:26])[CH3:25])=[O:19])([CH3:24])([CH3:22])[CH3:23]. The yield is 1.00. (4) The yield is 0.800. The reactants are Cl[C:2]1[N:7]=[C:6]([NH:8][C:9]2[CH:10]=[C:11]3[C:15](=[CH:16][CH:17]=2)[NH:14][N:13]=[CH:12]3)[CH:5]=[C:4]([Cl:18])[N:3]=1.[NH:19]1[CH2:23][CH2:22][CH2:21][CH2:20]1.CCN(C(C)C)C(C)C. The product is [Cl:18][C:4]1[N:3]=[C:2]([N:19]2[CH2:23][CH2:22][CH2:21][CH2:20]2)[N:7]=[C:6]([NH:8][C:9]2[CH:10]=[C:11]3[C:15](=[CH:16][CH:17]=2)[NH:14][N:13]=[CH:12]3)[CH:5]=1. The catalyst is C(O)CCC. (5) The reactants are [H-].[Na+].[CH3:3][O:4][C:5]1[CH:13]=[CH:12][CH:11]=[C:10]2[C:6]=1[CH:7]=[C:8]([C:14]([O:16][CH3:17])=[O:15])[NH:9]2.[CH3:18]I. The catalyst is CCCCCC.CN(C=O)C. The product is [CH3:3][O:4][C:5]1[CH:13]=[CH:12][CH:11]=[C:10]2[C:6]=1[CH:7]=[C:8]([C:14]([O:16][CH3:17])=[O:15])[N:9]2[CH3:18]. The yield is 0.960.